This data is from Reaction yield outcomes from USPTO patents with 853,638 reactions. The task is: Predict the reaction yield, written as a fraction of the theoretical maximum amount of product (1.0 means a 100% yield; for example, 0.34 means a 34% yield). (1) The reactants are [C:1]1([C:7]2[C:16]3[CH:15]=[CH:14][CH:13]=[CH:12][C:11]=3[N:10]=[C:9]3[C:17]4[C:22]([C:23]([C:25]5[CH:30]=[CH:29][CH:28]=[CH:27][CH:26]=5)(O)[C:8]=23)=[CH:21][CH:20]=[CH:19][CH:18]=4)[CH:6]=[CH:5][CH:4]=[CH:3][CH:2]=1.[C:31]1([CH3:50])[CH:36]=[CH:35][C:34]([N:37]2[C:49]3[CH:48]=[CH:47][CH:46]=[CH:45][C:44]=3[C:43]3[C:38]2=[CH:39][CH:40]=[CH:41][CH:42]=3)=[CH:33][CH:32]=1.CS(O)(=O)=O.O=P12OP3(OP(OP(O3)(O1)=O)(=O)O2)=O. The catalyst is ClCCl. The product is [C:1]1([C:7]2[C:16]3[CH:15]=[CH:14][CH:13]=[CH:12][C:11]=3[N:10]=[C:9]3[C:17]4[C:22]([C:23]([C:25]5[CH:26]=[CH:27][CH:28]=[CH:29][CH:30]=5)([C:41]5[CH:40]=[CH:39][C:38]6[N:37]([C:34]7[CH:33]=[CH:32][C:31]([CH3:50])=[CH:36][CH:35]=7)[C:49]7[C:44]([C:43]=6[CH:42]=5)=[CH:45][CH:46]=[CH:47][CH:48]=7)[C:8]=23)=[CH:21][CH:20]=[CH:19][CH:18]=4)[CH:2]=[CH:3][CH:4]=[CH:5][CH:6]=1. The yield is 0.834. (2) The reactants are [NH2:1][CH2:2][C:3]1[CH:4]=[C:5]([N:9]2[C:14]([CH3:15])=[CH:13][C:12]([O:16][CH2:17][C:18]3[CH:23]=[CH:22][C:21]([F:24])=[CH:20][C:19]=3[F:25])=[C:11]([Br:26])[C:10]2=[O:27])[CH:6]=[CH:7][CH:8]=1.N1C=CC=CC=1.Cl[C:35]([O:37][C:38]1[CH:43]=[CH:42][C:41]([N+:44]([O-:46])=[O:45])=[CH:40][CH:39]=1)=[O:36]. The catalyst is ClCCl. The product is [Br:26][C:11]1[C:10](=[O:27])[N:9]([C:5]2[CH:4]=[C:3]([CH:8]=[CH:7][CH:6]=2)[CH2:2][NH:1][C:35](=[O:36])[O:37][C:38]2[CH:39]=[CH:40][C:41]([N+:44]([O-:46])=[O:45])=[CH:42][CH:43]=2)[C:14]([CH3:15])=[CH:13][C:12]=1[O:16][CH2:17][C:18]1[CH:23]=[CH:22][C:21]([F:24])=[CH:20][C:19]=1[F:25]. The yield is 0.570. (3) The reactants are [C:1]1([CH:7]([NH:10][CH2:11][C:12]2[CH:17]=[CH:16][C:15](OC)=[CH:14][CH:13]=2)[CH:8]=[CH2:9])[CH:6]=[CH:5][CH:4]=[CH:3][CH:2]=1.COC1C=CC(CN)=CC=1. No catalyst specified. The product is [C:1]1([CH:7]([NH:10][CH2:11][C:12]2[CH:13]=[CH:14][CH:15]=[CH:16][CH:17]=2)[CH:8]=[CH2:9])[CH:2]=[CH:3][CH:4]=[CH:5][CH:6]=1. The yield is 0.800. (4) The reactants are [CH3:1][O:2][C:3](=[O:33])[NH:4][CH:5]([C:9]([N:11]1[CH2:15][CH2:14][CH2:13][CH:12]1[C:16]1[NH:17][C:18]([C:21]2[CH:26]=[CH:25][C:24]([C:27]#[C:28][Si](C)(C)C)=[CH:23][CH:22]=2)=[CH:19][N:20]=1)=[O:10])[CH:6]([CH3:8])[CH3:7].C([O-])([O-])=O.[K+].[K+]. The catalyst is CO. The product is [CH3:1][O:2][C:3](=[O:33])[NH:4][CH:5]([C:9]([N:11]1[CH2:15][CH2:14][CH2:13][CH:12]1[C:16]1[NH:17][C:18]([C:21]2[CH:26]=[CH:25][C:24]([C:27]#[CH:28])=[CH:23][CH:22]=2)=[CH:19][N:20]=1)=[O:10])[CH:6]([CH3:8])[CH3:7]. The yield is 1.00. (5) The reactants are [C:1]1([NH:7][CH2:8][CH2:9][C:10]#[N:11])[CH:6]=[CH:5][CH:4]=[CH:3][CH:2]=1.[NH2:12][OH:13]. The catalyst is CCO. The product is [OH:13][N:12]=[C:10]([NH2:11])[CH2:9][CH2:8][NH:7][C:1]1[CH:6]=[CH:5][CH:4]=[CH:3][CH:2]=1. The yield is 0.628.